This data is from Reaction yield outcomes from USPTO patents with 853,638 reactions. The task is: Predict the reaction yield, written as a fraction of the theoretical maximum amount of product (1.0 means a 100% yield; for example, 0.34 means a 34% yield). (1) The reactants are [C:1]1(P(C2C=CC=CC=2)C2C=CC=CC=2)[CH:6]=CC=C[CH:2]=1.C[O:21][C:22](=[O:31])[C:23]1[CH:28]=[CH:27][C:26]([OH:29])=[C:25]([Cl:30])[CH:24]=1.C1C=CC(COC(/N=N/C(OCC2C=CC=CC=2)=O)=O)=CC=1.C(O)(C)C. The catalyst is C1COCC1. The product is [Cl:30][C:25]1[CH:24]=[C:23]([CH:28]=[CH:27][C:26]=1[O:29][CH:1]([CH3:6])[CH3:2])[C:22]([OH:21])=[O:31]. The yield is 0.714. (2) The reactants are I[C:2]1[C:10]2[C:5](=[CH:6][C:7]([C:11]([O:13][CH3:14])=O)=[CH:8][CH:9]=2)[NH:4]N=1.Cl[CH2:16]Cl.[OH-:18].[NH4+:19].[Cl-].[NH4+:21]. The catalyst is CC(N(C)C)=O.[Zn].[C-]#N.[Zn+2].[C-]#N.Cl[Pd]Cl.C1(P(C2C=CC=CC=2)[C-]2C=CC=C2)C=CC=CC=1.[C-]1(P(C2C=CC=CC=2)C2C=CC=CC=2)C=CC=C1.[Fe+2].[Cu]I. The product is [C:16]([C:2]1[C:10]2[C:5](=[CH:6][C:7]([C:11]([O:13][CH3:14])=[O:18])=[CH:8][CH:9]=2)[NH:4][N:21]=1)#[N:19]. The yield is 0.730. (3) The reactants are [Br:1][C:2]1[CH:3]=[C:4]2[N:12]=[C:11]([NH2:13])[S:10][C:5]2=[N:6][C:7]=1[O:8]C.Br. No catalyst specified. The product is [NH2:13][C:11]1[S:10][C:5]2[NH:6][C:7](=[O:8])[C:2]([Br:1])=[CH:3][C:4]=2[N:12]=1. The yield is 0.790. (4) The reactants are [C:1]([C:5]1[CH:10]=[CH:9][C:8]([N+:11]([O-:13])=[O:12])=[CH:7][C:6]=1[S:14](Cl)(=[O:16])=[O:15])([CH3:4])([CH3:3])[CH3:2].[NH4+:18].[OH-]. The catalyst is CCOCC.O. The product is [C:1]([C:5]1[CH:10]=[CH:9][C:8]([N+:11]([O-:13])=[O:12])=[CH:7][C:6]=1[S:14]([NH2:18])(=[O:16])=[O:15])([CH3:4])([CH3:3])[CH3:2]. The yield is 0.340. (5) The reactants are C[O:2][C:3](=[O:34])[C:4]1[CH:9]=[CH:8][C:7]([CH2:10][NH:11][C:12](=[O:33])[C:13]2[CH:18]=[CH:17][CH:16]=[C:15]([C:19]3[N:20]=[N:21][N:22]([CH2:24][C:25]4[CH:30]=[CH:29][C:28]([O:31][CH3:32])=[CH:27][CH:26]=4)[N:23]=3)[CH:14]=2)=[CH:6][CH:5]=1.O.[OH-].[Li+]. The catalyst is O1CCCC1. The product is [CH3:32][O:31][C:28]1[CH:27]=[CH:26][C:25]([CH2:24][N:22]2[N:21]=[N:20][C:19]([C:15]3[CH:14]=[C:13]([CH:18]=[CH:17][CH:16]=3)[C:12]([NH:11][CH2:10][C:7]3[CH:6]=[CH:5][C:4]([C:3]([OH:34])=[O:2])=[CH:9][CH:8]=3)=[O:33])=[N:23]2)=[CH:30][CH:29]=1. The yield is 0.710. (6) The reactants are Br[CH2:2][C:3]1[CH:8]=[CH:7][C:6]([Cl:9])=[C:5]([O:10][CH3:11])[CH:4]=1.[C-:12]#[N:13].[Na+]. The catalyst is C(O)C. The product is [Cl:9][C:6]1[CH:7]=[CH:8][C:3]([CH2:2][C:12]#[N:13])=[CH:4][C:5]=1[O:10][CH3:11]. The yield is 0.480.